Dataset: NCI-60 drug combinations with 297,098 pairs across 59 cell lines. Task: Regression. Given two drug SMILES strings and cell line genomic features, predict the synergy score measuring deviation from expected non-interaction effect. (1) Drug 2: CN(CC1=CN=C2C(=N1)C(=NC(=N2)N)N)C3=CC=C(C=C3)C(=O)NC(CCC(=O)O)C(=O)O. Synergy scores: CSS=14.8, Synergy_ZIP=4.14, Synergy_Bliss=3.44, Synergy_Loewe=2.29, Synergy_HSA=3.99. Cell line: CAKI-1. Drug 1: C#CCC(CC1=CN=C2C(=N1)C(=NC(=N2)N)N)C3=CC=C(C=C3)C(=O)NC(CCC(=O)O)C(=O)O. (2) Drug 1: CCC1(CC2CC(C3=C(CCN(C2)C1)C4=CC=CC=C4N3)(C5=C(C=C6C(=C5)C78CCN9C7C(C=CC9)(C(C(C8N6C=O)(C(=O)OC)O)OC(=O)C)CC)OC)C(=O)OC)O.OS(=O)(=O)O. Drug 2: CS(=O)(=O)OCCCCOS(=O)(=O)C. Cell line: NCIH23. Synergy scores: CSS=2.95, Synergy_ZIP=-4.83, Synergy_Bliss=-7.14, Synergy_Loewe=-5.34, Synergy_HSA=-5.17. (3) Drug 1: C1C(C(OC1N2C=C(C(=O)NC2=O)F)CO)O. Drug 2: COC1=NC(=NC2=C1N=CN2C3C(C(C(O3)CO)O)O)N. Cell line: T-47D. Synergy scores: CSS=-5.26, Synergy_ZIP=-0.320, Synergy_Bliss=-3.90, Synergy_Loewe=-7.57, Synergy_HSA=-6.19.